From a dataset of Catalyst prediction with 721,799 reactions and 888 catalyst types from USPTO. Predict which catalyst facilitates the given reaction. (1) Reactant: Cl.[F:2][C:3]([F:24])([F:23])[C:4]1[CH:22]=[CH:21][CH:20]=[CH:19][C:5]=1[CH:6]([O:14][CH:15]1[CH2:18][NH:17][CH2:16]1)[C:7]1[CH:12]=[CH:11][C:10]([Cl:13])=[CH:9][CH:8]=1.[CH2:25]([N:31]=[C:32]=[S:33])[CH:26]1[O:30][CH2:29][CH2:28][CH2:27]1.C(N(CC)CC)C. Product: [F:24][C:3]([F:2])([F:23])[C:4]1[CH:22]=[CH:21][CH:20]=[CH:19][C:5]=1[CH:6]([O:14][CH:15]1[CH2:18][N:17]([C:32](=[S:33])[NH:31][CH2:25][CH:26]2[CH2:27][CH2:28][CH2:29][O:30]2)[CH2:16]1)[C:7]1[CH:12]=[CH:11][C:10]([Cl:13])=[CH:9][CH:8]=1. The catalyst class is: 4. (2) Reactant: [O:1]1[C:6]2[CH:7]=[CH:8][CH:9]=[CH:10][C:5]=2[NH:4][CH2:3][CH2:2]1.[Cl:11][C:12]1[CH:20]=[CH:19][C:15]([C:16](Cl)=[O:17])=[CH:14][C:13]=1[OH:21]. Product: [Cl:11][C:12]1[CH:20]=[CH:19][C:15]([C:16]([N:4]2[C:5]3[CH:10]=[CH:9][CH:8]=[CH:7][C:6]=3[O:1][CH2:2][CH2:3]2)=[O:17])=[CH:14][C:13]=1[OH:21]. The catalyst class is: 13. (3) Reactant: Br[CH2:2][C:3]([O:5][C:6]([CH3:9])([CH3:8])[CH3:7])=[O:4].Cl.[CH2:11]([O:18][CH2:19][C:20]1[C:21]([O:30][CH3:31])=[N:22][CH:23]=[CH:24][C:25]=1[C:26](=[O:29])[CH2:27][CH3:28])[C:12]1[CH:17]=[CH:16][CH:15]=[CH:14][CH:13]=1.[Cl-].[NH4+]. Product: [CH2:11]([O:18][CH2:19][C:20]1[C:21]([O:30][CH3:31])=[N:22][CH:23]=[CH:24][C:25]=1[C:26]([OH:29])([CH2:27][CH3:28])[CH2:2][C:3]([O:5][C:6]([CH3:9])([CH3:8])[CH3:7])=[O:4])[C:12]1[CH:13]=[CH:14][CH:15]=[CH:16][CH:17]=1. The catalyst class is: 772. (4) Reactant: [NH2:1][C:2]1[CH:10]=[C:6]([C:7]([OH:9])=[O:8])[C:5]([OH:11])=[CH:4][CH:3]=1.C(=O)([O-])[O-].[K+].[K+].[C:18](Cl)(=[O:24])[CH2:19][CH2:20][CH2:21][CH2:22][CH3:23]. Product: [C:18]([NH:1][C:2]1[CH:10]=[C:6]([C:7]([OH:9])=[O:8])[C:5]([OH:11])=[CH:4][CH:3]=1)(=[O:24])[CH2:19][CH2:20][CH2:21][CH2:22][CH3:23]. The catalyst class is: 95.